Predict the reactants needed to synthesize the given product. From a dataset of Full USPTO retrosynthesis dataset with 1.9M reactions from patents (1976-2016). (1) Given the product [Cl:1][C:2]1[CH:3]=[N:4][C:5]2[N:6]([N:8]=[C:9]([C:11]([N:26]3[CH2:25][CH2:24][N:23]4[C:19]([C:16]5[CH:17]=[CH:18][O:14][CH:15]=5)=[CH:20][CH:21]=[C:22]4[CH2:27]3)=[O:13])[CH:10]=2)[CH:7]=1, predict the reactants needed to synthesize it. The reactants are: [Cl:1][C:2]1[CH:3]=[N:4][C:5]2[N:6]([N:8]=[C:9]([C:11]([OH:13])=O)[CH:10]=2)[CH:7]=1.[O:14]1[CH:18]=[CH:17][C:16]([C:19]2[N:23]3[CH2:24][CH2:25][NH:26][CH2:27][C:22]3=[CH:21][CH:20]=2)=[CH:15]1. (2) Given the product [Cl:3][C:25]1[C:20]2[CH:19]=[CH:18][C:17]([C:8]3[C:9]([C:13]([F:16])([F:15])[F:14])=[CH:10][CH:11]=[CH:12][C:7]=3[F:6])=[N:34][C:21]=2[N:22]=[C:23]([NH:27][C:28](=[O:33])[C:29]([CH3:32])([CH3:31])[CH3:30])[N:24]=1, predict the reactants needed to synthesize it. The reactants are: P(Cl)(Cl)([Cl:3])=O.[F:6][C:7]1[CH:12]=[CH:11][CH:10]=[C:9]([C:13]([F:16])([F:15])[F:14])[C:8]=1[C:17]1[CH:18]=[CH:19][C:20]2[C:25](O)=[N:24][C:23]([NH:27][C:28](=[O:33])[C:29]([CH3:32])([CH3:31])[CH3:30])=[N:22][C:21]=2[N:34]=1.C(N(CC)C(C)C)(C)C. (3) Given the product [CH2:38]([O:40][C:41]([C@@H:43]1[CH2:47][CH2:46][C@H:45]([NH:48][C:49]2[CH:54]=[CH:53][C:52]([C:55]3[N:58]=[C:7]([C:2]4[CH:3]=[CH:4][CH:5]=[CH:6][C:1]=4[C:10]4[CH:15]=[CH:14][CH:13]=[CH:12][CH:11]=4)[O:9][N:56]=3)=[CH:51][C:50]=2[CH3:59])[CH2:44]1)=[O:42])[CH3:39], predict the reactants needed to synthesize it. The reactants are: [C:1]1([C:10]2[CH:15]=[CH:14][CH:13]=[CH:12][CH:11]=2)[C:2]([C:7]([OH:9])=O)=[CH:3][CH:4]=[CH:5][CH:6]=1.C1C=CC2N(O)N=NC=2C=1.CCN=C=NCCCN(C)C.Cl.[CH2:38]([O:40][C:41]([C@@H:43]1[CH2:47][CH2:46][C@H:45]([NH:48][C:49]2[CH:54]=[CH:53][C:52]([C:55](=[NH:58])[NH:56]O)=[CH:51][C:50]=2[CH3:59])[CH2:44]1)=[O:42])[CH3:39]. (4) Given the product [Cl:13][C:10]1[CH:11]=[CH:12][C:7]([C:24]2[CH2:25][CH2:26][NH:21][CH2:22][CH:23]=2)=[N:8][CH:9]=1, predict the reactants needed to synthesize it. The reactants are: C([Li])CCC.Br[C:7]1[CH:12]=[CH:11][C:10]([Cl:13])=[CH:9][N:8]=1.C(OC([N:21]1[CH2:26][CH2:25][C:24](=O)[CH2:23][CH2:22]1)=O)(C)(C)C.O. (5) Given the product [CH:23]1([N:13]2[CH2:12][CH2:11][CH:10]([C:7]3[CH:8]=[CH:9][C:4]([N+:1]([O-:3])=[O:2])=[CH:5][CH:6]=3)[CH2:15][CH2:14]2)[CH2:25][CH2:24]1, predict the reactants needed to synthesize it. The reactants are: [N+:1]([C:4]1[CH:9]=[CH:8][C:7]([CH:10]2[CH2:15][CH2:14][NH:13][CH2:12][CH2:11]2)=[CH:6][CH:5]=1)([O-:3])=[O:2].C([BH3-])#N.[Na+].C(O[C:23]1(O[Si](C)(C)C)[CH2:25][CH2:24]1)C.S([O-])(O)(=O)=O.[K+]. (6) Given the product [NH2:18][C:19]1[C:24]([C:25]#[N:26])=[C:23]([C:27]2[CH:32]=[CH:31][C:30]([O:33][CH2:34][CH:35]3[CH2:39][O:38][C:37]([CH3:40])([CH3:41])[O:36]3)=[CH:29][CH:28]=2)[C:22]([C:42]#[N:43])=[C:21]([S:44][CH2:16][C:14]2[N:11]=[C:9]([NH:8][C:5]3[CH:4]=[CH:3][C:2]([F:1])=[CH:7][CH:6]=3)[S:10][CH:13]=2)[N:20]=1, predict the reactants needed to synthesize it. The reactants are: [F:1][C:2]1[CH:7]=[CH:6][C:5]([NH:8][C:9]([NH2:11])=[S:10])=[CH:4][CH:3]=1.Cl[CH2:13][C:14]([CH2:16]Cl)=O.[NH2:18][C:19]1[C:24]([C:25]#[N:26])=[C:23]([C:27]2[CH:32]=[CH:31][C:30]([O:33][CH2:34][CH:35]3[CH2:39][O:38][C:37]([CH3:41])([CH3:40])[O:36]3)=[CH:29][CH:28]=2)[C:22]([C:42]#[N:43])=[C:21]([SH:44])[N:20]=1.C(=O)(O)[O-].[Na+]. (7) Given the product [Br:1][C:2]1[CH:25]=[CH:24][C:5]2[N:6]=[C:7]([C:9]3[CH:10]=[C:11]([CH:21]=[CH:22][CH:23]=3)[O:12][CH2:13][C:14]([OH:16])=[O:15])[O:8][C:4]=2[CH:3]=1, predict the reactants needed to synthesize it. The reactants are: [Br:1][C:2]1[CH:25]=[CH:24][C:5]2[N:6]=[C:7]([C:9]3[CH:10]=[C:11]([CH:21]=[CH:22][CH:23]=3)[O:12][CH2:13][C:14]([O:16]C(C)(C)C)=[O:15])[O:8][C:4]=2[CH:3]=1.Cl.C(OCC)(=O)C.O. (8) Given the product [CH3:15][N:10]1[N:9]=[CH:8][C:7]2[CH:14]=[C:3]([O:2][CH3:1])[CH:4]=[CH:5][C:6]=2[S:11]1(=[O:13])=[O:12], predict the reactants needed to synthesize it. The reactants are: [CH3:1][O:2][C:3]1[CH:4]=[CH:5][C:6]2[S:11](=[O:13])(=[O:12])[NH:10][N:9]=[CH:8][C:7]=2[CH:14]=1.[CH3:15]I. (9) Given the product [NH2:15][C:10]1[CH:11]=[CH:12][CH:13]=[CH:14][C:9]=1[CH:7]([OH:8])[CH2:6][NH:5][CH2:4][C:3]1[CH:19]=[CH:20][C:21]([Cl:23])=[CH:22][C:2]=1[Cl:1], predict the reactants needed to synthesize it. The reactants are: [Cl:1][C:2]1[CH:22]=[C:21]([Cl:23])[CH:20]=[CH:19][C:3]=1[CH2:4][NH:5][CH2:6][CH:7]([C:9]1[CH:14]=[CH:13][CH:12]=[CH:11][C:10]=1[NH:15]C(=O)C)[OH:8].C[O-].[Na+].Cl. (10) Given the product [F:1][C:2]1[CH:3]=[C:4]2[C:9](=[CH:10][CH:11]=1)[C:8](=[O:12])[O:7][CH:6]=[C:5]2[C:14]([O:15][CH3:16])=[O:18], predict the reactants needed to synthesize it. The reactants are: [F:1][C:2]1[CH:3]=[C:4]2[C:9](=[CH:10][CH:11]=1)[C:8](=[O:12])[O:7][C:6](=O)/[C:5]/2=[CH:14]\[O:15][CH3:16].S(=O)(=O)(O)[OH:18].